From a dataset of NCI-60 drug combinations with 297,098 pairs across 59 cell lines. Regression. Given two drug SMILES strings and cell line genomic features, predict the synergy score measuring deviation from expected non-interaction effect. (1) Drug 1: C1=NC2=C(N1)C(=S)N=C(N2)N. Drug 2: C1CNP(=O)(OC1)N(CCCl)CCCl. Cell line: UACC62. Synergy scores: CSS=36.2, Synergy_ZIP=-0.149, Synergy_Bliss=-1.53, Synergy_Loewe=-24.9, Synergy_HSA=-0.910. (2) Drug 1: C1=CC=C(C=C1)NC(=O)CCCCCCC(=O)NO. Drug 2: N.N.Cl[Pt+2]Cl. Cell line: MCF7. Synergy scores: CSS=46.9, Synergy_ZIP=2.90, Synergy_Bliss=7.29, Synergy_Loewe=-6.45, Synergy_HSA=10.9. (3) Drug 1: CS(=O)(=O)OCCCCOS(=O)(=O)C. Drug 2: CCN(CC)CCCC(C)NC1=C2C=C(C=CC2=NC3=C1C=CC(=C3)Cl)OC. Cell line: HCT-15. Synergy scores: CSS=34.2, Synergy_ZIP=-4.65, Synergy_Bliss=0.719, Synergy_Loewe=-13.7, Synergy_HSA=0.736. (4) Drug 1: CC1=C(C=C(C=C1)NC(=O)C2=CC=C(C=C2)CN3CCN(CC3)C)NC4=NC=CC(=N4)C5=CN=CC=C5. Drug 2: C#CCC(CC1=CN=C2C(=N1)C(=NC(=N2)N)N)C3=CC=C(C=C3)C(=O)NC(CCC(=O)O)C(=O)O. Cell line: MCF7. Synergy scores: CSS=29.5, Synergy_ZIP=3.98, Synergy_Bliss=2.30, Synergy_Loewe=-17.9, Synergy_HSA=-0.858. (5) Drug 1: C1CCC(C(C1)N)N.C(=O)(C(=O)[O-])[O-].[Pt+4]. Drug 2: CC12CCC3C(C1CCC2OP(=O)(O)O)CCC4=C3C=CC(=C4)OC(=O)N(CCCl)CCCl.[Na+]. Cell line: PC-3. Synergy scores: CSS=17.4, Synergy_ZIP=-4.75, Synergy_Bliss=1.59, Synergy_Loewe=-44.1, Synergy_HSA=-1.75. (6) Drug 1: C1=C(C(=O)NC(=O)N1)N(CCCl)CCCl. Drug 2: C1CN(P(=O)(OC1)NCCCl)CCCl. Cell line: A549. Synergy scores: CSS=7.13, Synergy_ZIP=-10.8, Synergy_Bliss=-8.55, Synergy_Loewe=-27.3, Synergy_HSA=-8.99. (7) Synergy scores: CSS=27.8, Synergy_ZIP=-9.31, Synergy_Bliss=-2.72, Synergy_Loewe=-28.7, Synergy_HSA=-5.41. Drug 1: CN(C)N=NC1=C(NC=N1)C(=O)N. Cell line: SK-MEL-2. Drug 2: CC1C(C(CC(O1)OC2CC(CC3=C2C(=C4C(=C3O)C(=O)C5=CC=CC=C5C4=O)O)(C(=O)C)O)N)O. (8) Drug 1: COC1=C(C=C2C(=C1)N=CN=C2NC3=CC(=C(C=C3)F)Cl)OCCCN4CCOCC4. Drug 2: CN(C)N=NC1=C(NC=N1)C(=O)N. Cell line: RPMI-8226. Synergy scores: CSS=20.6, Synergy_ZIP=-1.33, Synergy_Bliss=-1.08, Synergy_Loewe=-12.1, Synergy_HSA=-2.69. (9) Drug 1: CC1=CC2C(CCC3(C2CCC3(C(=O)C)OC(=O)C)C)C4(C1=CC(=O)CC4)C. Drug 2: C1=NC2=C(N1)C(=S)N=C(N2)N. Cell line: EKVX. Synergy scores: CSS=34.8, Synergy_ZIP=-7.82, Synergy_Bliss=-1.36, Synergy_Loewe=-17.0, Synergy_HSA=1.93.